Dataset: Full USPTO retrosynthesis dataset with 1.9M reactions from patents (1976-2016). Task: Predict the reactants needed to synthesize the given product. (1) Given the product [C:25]([O:24][C:22](=[O:29])[NH:23][C:7]1[CH:18]=[C:17]([Cl:19])[C:10]2[C:11]([CH:14]3[CH2:16][CH2:15]3)=[N:12][O:13][C:9]=2[CH:8]=1)([CH3:28])([CH3:27])[CH3:26], predict the reactants needed to synthesize it. The reactants are: FC(F)(F)S(O[C:7]1[CH:18]=[C:17]([Cl:19])[C:10]2[C:11]([CH:14]3[CH2:16][CH2:15]3)=[N:12][O:13][C:9]=2[CH:8]=1)(=O)=O.[C:22](=[O:29])([O:24][C:25]([CH3:28])([CH3:27])[CH3:26])[NH2:23].CC([O-])(C)C.[Na+]. (2) The reactants are: [CH3:1][O:2][C:3]1[CH:4]=[C:5]([CH:33]=[CH:34][C:35]=1[O:36][CH3:37])[CH2:6][CH:7]1[C:16]2[C:11](=[CH:12][C:13]([O:18][CH3:19])=[C:14]([OH:17])[CH:15]=2)[CH2:10][CH2:9][N:8]1[CH2:20][C:21]([NH:23][CH:24]1[C:32]2[C:27](=[CH:28][CH:29]=[CH:30][CH:31]=2)[CH2:26][CH2:25]1)=[O:22].[CH2:38](Br)[CH:39]=[CH2:40]. Given the product [CH3:1][O:2][C:3]1[CH:4]=[C:5]([CH:33]=[CH:34][C:35]=1[O:36][CH3:37])[CH2:6][CH:7]1[C:16]2[C:11](=[CH:12][C:13]([O:18][CH3:19])=[C:14]([O:17][CH2:40][CH:39]=[CH2:38])[CH:15]=2)[CH2:10][CH2:9][N:8]1[CH2:20][C:21]([NH:23][CH:24]1[C:32]2[C:27](=[CH:28][CH:29]=[CH:30][CH:31]=2)[CH2:26][CH2:25]1)=[O:22], predict the reactants needed to synthesize it. (3) Given the product [N:23]1[CH:22]=[N:21][N:19]2[CH:20]=[C:15]([NH2:14])[CH:16]=[CH:17][C:18]=12, predict the reactants needed to synthesize it. The reactants are: C(=[N:14][C:15]1[CH:16]=[CH:17][C:18]2[N:19]([N:21]=[CH:22][N:23]=2)[CH:20]=1)(C1C=CC=CC=1)C1C=CC=CC=1.Cl.NO.CC([O-])=O.[Na+]. (4) Given the product [N:24]1[C:25]([NH:29][CH2:40][C:41]2[O:42][C:43](=[O:58])[C:44]3[C:49]([C:50]=2[C:51]2[CH:56]=[CH:55][CH:54]=[C:53]([F:57])[CH:52]=2)=[CH:48][CH:47]=[CH:46][CH:45]=3)=[C:26]2[C:21]([NH:20][CH:28]=[N:27]2)=[N:22][CH:23]=1, predict the reactants needed to synthesize it. The reactants are: C([N:20]1[CH:28]=[N:27][C:26]2[C:21]1=[N:22][CH:23]=[N:24][C:25]=2[NH:29]C(=O)OC(C)(C)C)(C1C=CC=CC=1)(C1C=CC=CC=1)C1C=CC=CC=1.[H-].[Na+].Br[CH2:40][C:41]1[O:42][C:43](=[O:58])[C:44]2[C:49]([C:50]=1[C:51]1[CH:56]=[CH:55][CH:54]=[C:53]([F:57])[CH:52]=1)=[CH:48][CH:47]=[CH:46][CH:45]=2.C(O)(C(F)(F)F)=O. (5) Given the product [NH:11]1[C:15]2[CH:16]=[CH:17][CH:18]=[CH:19][C:14]=2[N:13]=[C:12]1[C@H:8]([NH:9][C:10]([NH:23][CH:24]([C:28]1[CH:33]=[CH:32][CH:31]=[CH:30][CH:29]=1)[CH2:25][CH2:26][OH:27])=[O:20])[CH2:7][C:6]1[CH:5]=[CH:4][C:3]([O:2][CH3:1])=[CH:22][CH:21]=1, predict the reactants needed to synthesize it. The reactants are: [CH3:1][O:2][C:3]1[CH:22]=[CH:21][C:6]([CH2:7][C@@H:8]2[C:12]3=[N:13][C:14]4[CH:19]=[CH:18][CH:17]=[CH:16][C:15]=4[N:11]3[C:10](=[O:20])[NH:9]2)=[CH:5][CH:4]=1.[NH2:23][CH:24]([C:28]1[CH:33]=[CH:32][CH:31]=[CH:30][CH:29]=1)[CH2:25][CH2:26][OH:27].C(O)(C(F)(F)F)=O. (6) Given the product [CH2:1]([O:3][C:4]1[CH:9]=[CH:8][C:7]([C:10]2[Se:11][C:12]([CH2:15][CH2:16][CH2:17][CH3:18])=[CH:13][CH:14]=2)=[C:6]([F:19])[C:5]=1[F:20])[CH3:2], predict the reactants needed to synthesize it. The reactants are: [CH2:1]([O:3][C:4]1[CH:9]=[CH:8][C:7]([C:10]2[Se:11][C:12]([CH:15]=[CH:16][CH2:17][CH3:18])=[CH:13][CH:14]=2)=[C:6]([F:19])[C:5]=1[F:20])[CH3:2].